From a dataset of Full USPTO retrosynthesis dataset with 1.9M reactions from patents (1976-2016). Predict the reactants needed to synthesize the given product. (1) Given the product [CH:1]1[C:6]([C:7]#[N:8])=[CH:5][C:4]2[C:9]([CH2:12][CH2:13][CH2:14][CH2:15][N:16]3[CH2:17][CH2:18][N:19]([C:22]4[CH:23]=[CH:24][C:25]5[O:30][C:29]([C:31]([NH2:33])=[O:32])=[CH:28][C:26]=5[CH:27]=4)[CH2:20][CH2:21]3)=[CH:10][NH:11][C:3]=2[CH:2]=1.[ClH:34], predict the reactants needed to synthesize it. The reactants are: [CH:1]1[C:6]([C:7]#[N:8])=[CH:5][C:4]2[C:9]([CH2:12][CH2:13][CH2:14][CH2:15][N:16]3[CH2:21][CH2:20][N:19]([C:22]4[CH:23]=[CH:24][C:25]5[O:30][C:29]([C:31]([NH2:33])=[O:32])=[CH:28][C:26]=5[CH:27]=4)[CH2:18][CH2:17]3)=[CH:10][NH:11][C:3]=2[CH:2]=1.[Cl:34]CCl.C(O)C.Cl. (2) The reactants are: [CH3:1][C:2]1([CH3:17])[C:6]([CH3:8])([CH3:7])[CH2:5][C:4](OS(C(F)(F)F)(=O)=O)=[CH:3]1.[N+:18]([C:21]1[CH:26]=[CH:25][CH:24]=[CH:23][C:22]=1B(O)O)([O-:20])=[O:19].C(=O)([O-])[O-].[Na+].[Na+].C1(C)C=CC=CC=1. Given the product [N+:18]([C:21]1[CH:26]=[CH:25][CH:24]=[CH:23][C:22]=1[C:4]1[CH2:5][C:6]([CH3:8])([CH3:7])[C:2]([CH3:17])([CH3:1])[CH:3]=1)([O-:20])=[O:19], predict the reactants needed to synthesize it. (3) Given the product [NH2:16][C:5]1[CH:6]=[CH:7][C:8]([NH:12][C:13](=[O:15])[CH3:14])=[C:9]2[C:4]=1[C:3](=[O:19])[C:2]([OH:1])([C:20]1[CH:25]=[CH:24][C:23]([CH:26]([CH3:27])[CH3:28])=[CH:22][C:21]=1[O:29][CH3:30])[C:10]2=[O:11], predict the reactants needed to synthesize it. The reactants are: [OH:1][C:2]1([C:20]2[CH:25]=[CH:24][C:23]([CH:26]([CH3:28])[CH3:27])=[CH:22][C:21]=2[O:29][CH3:30])[C:10](=[O:11])[C:9]2[C:4](=[C:5]([N+:16]([O-])=O)[CH:6]=[CH:7][C:8]=2[NH:12][C:13](=[O:15])[CH3:14])[C:3]1=[O:19].Cl.O. (4) The reactants are: [CH3:1][O:2][C:3]1[CH:8]=[CH:7][C:6](/[CH:9]=[C:10](\[CH2:16][CH3:17])/[CH:11]=[CH:12]/[C:13]([OH:15])=O)=[CH:5][CH:4]=1.S(Cl)(Cl)=O.O[CH:23]1[CH2:28][CH2:27][NH:26][CH2:25][CH2:24]1. Given the product [CH3:1][O:2][C:3]1[CH:4]=[CH:5][C:6](/[CH:9]=[C:10](\[CH2:16][CH3:17])/[CH:11]=[CH:12]/[C:13]([N:26]2[CH2:27][CH2:28][CH2:23][CH2:24][CH2:25]2)=[O:15])=[CH:7][CH:8]=1, predict the reactants needed to synthesize it. (5) Given the product [N:35]1[C:34]2[NH:38][CH:39]=[CH:40][C:33]=2[C:32]([NH:1][C@H:2]([C:4]2[N:13]([C:14]3[CH:19]=[CH:18][CH:17]=[C:16]([O:20][CH2:21][C:22]([F:28])([F:27])[C:23]([F:24])([F:25])[F:26])[CH:15]=3)[C:12](=[O:29])[C:11]3[C:6](=[CH:7][CH:8]=[CH:9][C:10]=3[F:30])[N:5]=2)[CH3:3])=[N:37][CH:36]=1, predict the reactants needed to synthesize it. The reactants are: [NH2:1][C@H:2]([C:4]1[N:13]([C:14]2[CH:19]=[CH:18][CH:17]=[C:16]([O:20][CH2:21][C:22]([F:28])([F:27])[C:23]([F:26])([F:25])[F:24])[CH:15]=2)[C:12](=[O:29])[C:11]2[C:6](=[CH:7][CH:8]=[CH:9][C:10]=2[F:30])[N:5]=1)[CH3:3].Cl[C:32]1[C:33]2[CH:40]=[CH:39][NH:38][C:34]=2[N:35]=[CH:36][N:37]=1.C(N(C(C)C)CC)(C)C. (6) The reactants are: [NH:1]1[C:5]2=[N:6][CH:7]=[CH:8][CH:9]=[C:4]2[CH:3]=[CH:2]1.[H-].[Na+].CS(O[C@H:17]1[CH2:20][C@@H:19]([NH:21][C:22]([O:24][C:25]([CH3:28])([CH3:27])[CH3:26])=[O:23])[CH2:18]1)(=O)=O. Given the product [C:25]([O:24][C:22](=[O:23])[NH:21][C@H:19]1[CH2:18][C@H:17]([N:1]2[C:5]3=[N:6][CH:7]=[CH:8][CH:9]=[C:4]3[CH:3]=[CH:2]2)[CH2:20]1)([CH3:28])([CH3:26])[CH3:27], predict the reactants needed to synthesize it. (7) The reactants are: O=P(Cl)(Cl)Cl.[CH2:6]([N:13]1[C:21]2[CH:20]=[C:19]([Cl:22])[N:18]=[CH:17][C:16]=2[CH:15]=[C:14]1[CH:23]([CH3:25])[CH3:24])[C:7]1[CH:12]=[CH:11][CH:10]=[CH:9][CH:8]=1.CN([CH:29]=[O:30])C. Given the product [CH2:6]([N:13]1[C:21]2[CH:20]=[C:19]([Cl:22])[N:18]=[CH:17][C:16]=2[C:15]([CH:29]=[O:30])=[C:14]1[CH:23]([CH3:25])[CH3:24])[C:7]1[CH:8]=[CH:9][CH:10]=[CH:11][CH:12]=1, predict the reactants needed to synthesize it.